Task: Predict the reaction yield, written as a fraction of the theoretical maximum amount of product (1.0 means a 100% yield; for example, 0.34 means a 34% yield).. Dataset: Reaction yield outcomes from USPTO patents with 853,638 reactions The reactants are [Si:1]([O:8][CH:9]([CH2:20][O:21][C:22]1[CH:27]=[CH:26][CH:25]=[C:24]([C:28]2[N:33]=[C:32]([C:34]3[C:35]([CH3:40])=[N:36][O:37][C:38]=3[CH3:39])[C:31]([CH:41]=[O:42])=[C:30]([NH:43][CH:44]3[CH2:49][CH2:48][O:47][CH2:46][CH2:45]3)[N:29]=2)[CH:23]=1)[CH2:10][N:11]([CH3:19])[C:12](=[O:18])[O:13][C:14]([CH3:17])([CH3:16])[CH3:15])([C:4]([CH3:7])([CH3:6])[CH3:5])([CH3:3])[CH3:2].[BH4-].[Na+]. The catalyst is C1COCC1. The product is [Si:1]([O:8][CH:9]([CH2:20][O:21][C:22]1[CH:27]=[CH:26][CH:25]=[C:24]([C:28]2[N:33]=[C:32]([C:34]3[C:35]([CH3:40])=[N:36][O:37][C:38]=3[CH3:39])[C:31]([CH2:41][OH:42])=[C:30]([NH:43][CH:44]3[CH2:45][CH2:46][O:47][CH2:48][CH2:49]3)[N:29]=2)[CH:23]=1)[CH2:10][N:11]([CH3:19])[C:12](=[O:18])[O:13][C:14]([CH3:15])([CH3:16])[CH3:17])([C:4]([CH3:6])([CH3:7])[CH3:5])([CH3:3])[CH3:2]. The yield is 0.910.